Dataset: Forward reaction prediction with 1.9M reactions from USPTO patents (1976-2016). Task: Predict the product of the given reaction. (1) Given the reactants [OH-].[K+].C([O:5][C:6](=[O:26])[CH2:7][C:8]1[CH:13]=[CH:12][CH:11]=[C:10]([NH:14][S:15]([C:18]2[CH:23]=[CH:22][CH:21]=[C:20]([Cl:24])[C:19]=2[CH3:25])(=[O:17])=[O:16])[N:9]=1)C, predict the reaction product. The product is: [Cl:24][C:20]1[C:19]([CH3:25])=[C:18]([S:15]([NH:14][C:10]2[N:9]=[C:8]([CH2:7][C:6]([OH:26])=[O:5])[CH:13]=[CH:12][CH:11]=2)(=[O:17])=[O:16])[CH:23]=[CH:22][CH:21]=1. (2) Given the reactants [Cl:1][C:2]1[C:3]([F:13])=[C:4]([I:12])[C:5]([OH:11])=[C:6]([C:8](=[O:10])[CH3:9])[CH:7]=1.C(=O)([O-])[O-].[K+].[K+].Br[CH:21]([CH3:27])[C:22]([O:24][CH2:25][CH3:26])=[O:23], predict the reaction product. The product is: [C:8]([C:6]1[C:5]([O:11][CH:21]([CH3:27])[C:22]([O:24][CH2:25][CH3:26])=[O:23])=[C:4]([I:12])[C:3]([F:13])=[C:2]([Cl:1])[CH:7]=1)(=[O:10])[CH3:9]. (3) Given the reactants [F:1][C:2]1[C:3]([C:10](=[O:14])[CH2:11][C:12]#[N:13])=[N:4][C:5]([O:8][CH3:9])=[CH:6][CH:7]=1.N1C=CC=CC=1.N1(S([N:29]=[N+:30]=[N-])(=O)=O)C=CN=C1, predict the reaction product. The product is: [N+:29](=[C:11]([C:10]([C:3]1[C:2]([F:1])=[CH:7][CH:6]=[C:5]([O:8][CH3:9])[N:4]=1)=[O:14])[C:12]#[N:13])=[N-:30].